This data is from Reaction yield outcomes from USPTO patents with 853,638 reactions. The task is: Predict the reaction yield, written as a fraction of the theoretical maximum amount of product (1.0 means a 100% yield; for example, 0.34 means a 34% yield). (1) The reactants are [CH3:1][C:2]1([CH3:12])[O:6][C:5](=[CH:7][C:8](Cl)=[O:9])[C:4](=[O:11])[O:3]1.[C:13]([O:17][C:18](=[O:31])[CH2:19][O:20][NH:21][CH2:22][C:23]1[CH:28]=[CH:27][C:26]([Cl:29])=[C:25]([Cl:30])[CH:24]=1)([CH3:16])([CH3:15])[CH3:14]. No catalyst specified. The product is [C:13]([O:17][C:18](=[O:31])[CH2:19][O:20][N:21]([CH2:22][C:23]1[CH:28]=[CH:27][C:26]([Cl:29])=[C:25]([Cl:30])[CH:24]=1)[C:8](=[O:9])[CH:7]=[C:5]1[C:4](=[O:11])[O:3][C:2]([CH3:12])([CH3:1])[O:6]1)([CH3:16])([CH3:14])[CH3:15]. The yield is 0.490. (2) The yield is 0.270. The reactants are [CH:1]1([C:4](Cl)=[O:5])[CH2:3][CH2:2]1.CCN(C(C)C)C(C)C.FC(F)(F)C(O)=O.[OH:23][C:24]1([CH2:30][N:31]2[C:36](=[O:37])[C:35]3=[CH:38][C:39]([NH:41][C:42]([C:44]4[N:45]=[C:46]([C:49]5[CH:54]=[CH:53][CH:52]=[CH:51][CH:50]=5)[S:47][CH:48]=4)=[O:43])=[CH:40][N:34]3[N:33]=[CH:32]2)[CH2:29][CH2:28][NH:27][CH2:26][CH2:25]1. The catalyst is ClCCCl. The product is [CH:1]1([C:4]([N:27]2[CH2:28][CH2:29][C:24]([CH2:30][N:31]3[C:36](=[O:37])[C:35]4=[CH:38][C:39]([NH:41][C:42]([C:44]5[N:45]=[C:46]([C:49]6[CH:54]=[CH:53][CH:52]=[CH:51][CH:50]=6)[S:47][CH:48]=5)=[O:43])=[CH:40][N:34]4[N:33]=[CH:32]3)([OH:23])[CH2:25][CH2:26]2)=[O:5])[CH2:3][CH2:2]1. (3) The reactants are [NH2:1][C:2]1[CH:7]=[CH:6][C:5]([Cl:8])=[CH:4][C:3]=1[NH:9][CH2:10][C@H:11]1[CH2:16][CH2:15][C@H:14]([C:17]([N:19]2[CH2:24][CH2:23][N:22]([C:25]([CH:27]3[CH2:29][CH2:28]3)=[O:26])[CH2:21][CH2:20]2)=[O:18])[CH2:13][CH2:12]1.C(N(CC)CC)C.Cl[C:38](Cl)([O:40]C(=O)OC(Cl)(Cl)Cl)Cl. The catalyst is C(Cl)Cl.C([O-])([O-])=O.[Na+].[Na+]. The product is [Cl:8][C:5]1[CH:6]=[CH:7][C:2]2[NH:1][C:38](=[O:40])[N:9]([CH2:10][C@H:11]3[CH2:12][CH2:13][C@H:14]([C:17]([N:19]4[CH2:24][CH2:23][N:22]([C:25]([CH:27]5[CH2:29][CH2:28]5)=[O:26])[CH2:21][CH2:20]4)=[O:18])[CH2:15][CH2:16]3)[C:3]=2[CH:4]=1. The yield is 0.490. (4) The reactants are [CH3:1][NH:2][CH2:3][CH2:4][CH2:5][CH2:6][OH:7].[F:8][C:9]([F:16])([F:15])[C:10](OCC)=[O:11]. The catalyst is CO. The product is [CH3:1][N:2]([CH2:3][CH2:4][CH2:5][CH2:6][OH:7])[C:10](=[O:11])[C:9]([F:16])([F:15])[F:8]. The yield is 0.960. (5) The reactants are [C:1](OC(=O)CC)(=O)CC.[O:10]=[S:11]1(=[O:36])[CH:16]=[CH:15][CH:14]([C:17]2[CH:22]=[CH:21][C:20]([N:23]3[CH2:27][C@H:26]([CH2:28][NH:29][C:30](=[O:34])[CH:31](F)F)[O:25][C:24]3=[O:35])=[CH:19][CH:18]=2)[CH2:13][CH2:12]1. The catalyst is N1C=CC=CC=1.ClCCl. The product is [O:10]=[S:11]1(=[O:36])[CH:16]=[CH:15][CH:14]([C:17]2[CH:22]=[CH:21][C:20]([N:23]3[CH2:27][C@H:26]([CH2:28][NH:29][C:30](=[O:34])[CH2:31][CH3:1])[O:25][C:24]3=[O:35])=[CH:19][CH:18]=2)[CH2:13][CH2:12]1. The yield is 0.800. (6) The reactants are O=[CH:2][C@@H:3]([C@H:5]([C@@H:7]([C@@H:9]([CH3:11])[OH:10])[OH:8])[OH:6])[OH:4].[BrH:12]. The catalyst is C(O)(=O)C.ClCCl. The product is [C:3]([O:10][C@@H:9]1[C@@H:7]([O:8][C:5](=[O:6])[CH3:7])[C@H:5]([O:6][C:9](=[O:10])[CH3:11])[C@@H:3]([CH3:2])[O:4][C@@H:11]1[Br:12])(=[O:4])[CH3:2]. The yield is 0.854.